From a dataset of Full USPTO retrosynthesis dataset with 1.9M reactions from patents (1976-2016). Predict the reactants needed to synthesize the given product. (1) Given the product [Br:26][C:14]1[C:15]2[C:10](=[CH:9][C:8]([C:5]3[CH:6]=[CH:7][C:2]([OH:1])=[CH:3][CH:4]=3)=[CH:17][CH:16]=2)[CH:11]=[CH:12][C:13]=1[OH:18], predict the reactants needed to synthesize it. The reactants are: [OH:1][C:2]1[CH:7]=[CH:6][C:5]([C:8]2[CH:9]=[C:10]3[C:15](=[CH:16][CH:17]=2)[CH:14]=[C:13]([OH:18])[CH:12]=[CH:11]3)=[CH:4][CH:3]=1.C1C(=O)N([Br:26])C(=O)C1.O. (2) Given the product [F:17][C:4]1[C:5]([C:7]2[N:11]([CH3:12])[C:10]([C:13]([F:16])([F:14])[F:15])=[N:9][CH:8]=2)=[N:25][C:24]([NH2:26])=[N:23][CH:3]=1, predict the reactants needed to synthesize it. The reactants are: CN(C)/[CH:3]=[C:4](\[F:17])/[C:5]([C:7]1[N:11]([CH3:12])[C:10]([C:13]([F:16])([F:15])[F:14])=[N:9][CH:8]=1)=O.C(=O)(O)O.[NH2:23][C:24]([NH2:26])=[NH:25].C[O-].[Na+]. (3) Given the product [Cl:1][C:2]1[CH:7]=[CH:6][N:5]=[C:4]([C:8]([NH:10][C:11]2[C:12]([C:22]([OH:24])=[O:23])=[N:13][N:14]([CH:16]3[CH2:21][CH2:20][CH2:19][CH2:18][O:17]3)[CH:15]=2)=[O:9])[CH:3]=1, predict the reactants needed to synthesize it. The reactants are: [Cl:1][C:2]1[CH:7]=[CH:6][N:5]=[C:4]([C:8]([NH:10][C:11]2[C:12]([C:22]([O:24]C)=[O:23])=[N:13][N:14]([CH:16]3[CH2:21][CH2:20][CH2:19][CH2:18][O:17]3)[CH:15]=2)=[O:9])[CH:3]=1.O1CCCC1.[OH-].[Na+].Cl. (4) Given the product [ClH:40].[C:1]1([S:11]([C:14]2[C:22]3[C:17](=[CH:18][CH:19]=[C:20]([NH:23][C:37]([CH:34]4[CH2:35][CH2:36][NH:31][CH2:32][CH2:33]4)=[O:38])[CH:21]=3)[NH:16][N:15]=2)(=[O:13])=[O:12])[C:10]2[C:5](=[CH:6][CH:7]=[CH:8][CH:9]=2)[CH:4]=[CH:3][CH:2]=1, predict the reactants needed to synthesize it. The reactants are: [C:1]1([S:11]([C:14]2[C:22]3[C:17](=[CH:18][CH:19]=[C:20]([NH2:23])[CH:21]=3)[NH:16][N:15]=2)(=[O:13])=[O:12])[C:10]2[C:5](=[CH:6][CH:7]=[CH:8][CH:9]=2)[CH:4]=[CH:3][CH:2]=1.C([N:31]1[CH2:36][CH2:35][CH:34]([C:37](O)=[O:38])[CH2:33][CH2:32]1)(OC(C)(C)C)=O.[ClH:40].C(N=C=N)C.C(O)(C(F)(F)F)=O.Cl.